Predict the reaction yield, written as a fraction of the theoretical maximum amount of product (1.0 means a 100% yield; for example, 0.34 means a 34% yield). From a dataset of Reaction yield outcomes from USPTO patents with 853,638 reactions. (1) The reactants are [C:1]([C:3]1[CH:11]=[CH:10][C:6]([C:7](Cl)=[O:8])=[CH:5][CH:4]=1)#[N:2].[NH2:12][C:13]1[CH:17]=[CH:16][S:15][C:14]=1[C:18]([O:20][CH3:21])=[O:19].C(N(CC)CC)C. The catalyst is ClCCl. The product is [C:1]([C:3]1[CH:11]=[CH:10][C:6]([C:7]([NH:12][C:13]2[CH:17]=[CH:16][S:15][C:14]=2[C:18]([O:20][CH3:21])=[O:19])=[O:8])=[CH:5][CH:4]=1)#[N:2]. The yield is 0.910. (2) The reactants are [C:1]([N:8]1[CH2:13][CH2:12][CH2:11][CH:10]([CH2:14][NH:15][C:16]2[CH:21]=[CH:20][CH:19]=[CH:18][CH:17]=2)[CH2:9]1)([O:3][C:4]([CH3:7])([CH3:6])[CH3:5])=[O:2].[CH3:22][O:23][CH2:24][C:25](Cl)=[O:26]. The catalyst is C(Cl)Cl. The product is [C:1]([N:8]1[CH2:13][CH2:12][CH2:11][CH:10]([CH2:14][N:15]([C:16]2[CH:21]=[CH:20][CH:19]=[CH:18][CH:17]=2)[C:25](=[O:26])[CH2:24][O:23][CH3:22])[CH2:9]1)([O:3][C:4]([CH3:6])([CH3:7])[CH3:5])=[O:2]. The yield is 0.560. (3) The reactants are Cl[C:2]1[N:9]=[CH:8][C:7]([F:10])=[CH:6][C:3]=1[C:4]#[N:5].[F:11][C:12]1[CH:17]=[CH:16][C:15](B(O)O)=[CH:14][CH:13]=1. No catalyst specified. The product is [F:10][C:7]1[CH:8]=[N:9][C:2]([C:15]2[CH:16]=[CH:17][C:12]([F:11])=[CH:13][CH:14]=2)=[C:3]([CH:6]=1)[C:4]#[N:5]. The yield is 0.680. (4) The reactants are Br[C:2]1[CH:3]=[N:4][CH:5]=[CH:6][CH:7]=1.C([Mg]Cl)(C)C.[F:13][C:14]([F:48])([F:47])[C:15]1[CH:16]=[C:17]([C:25]([CH3:46])([CH3:45])[C:26]([N:28]([C:30]2[CH:31]=[N:32][C:33](Cl)=[CH:34][C:35]=2[C:36]2[CH:41]=[CH:40][C:39]([F:42])=[CH:38][C:37]=2[CH3:43])[CH3:29])=[O:27])[CH:18]=[C:19]([C:21]([F:24])([F:23])[F:22])[CH:20]=1. The catalyst is C1COCC1.[Zn].C1C=CC([P]([Pd]([P](C2C=CC=CC=2)(C2C=CC=CC=2)C2C=CC=CC=2)([P](C2C=CC=CC=2)(C2C=CC=CC=2)C2C=CC=CC=2)[P](C2C=CC=CC=2)(C2C=CC=CC=2)C2C=CC=CC=2)(C2C=CC=CC=2)C2C=CC=CC=2)=CC=1. The product is [F:13][C:14]([F:48])([F:47])[C:15]1[CH:16]=[C:17]([C:25]([CH3:46])([CH3:45])[C:26]([N:28]([C:30]2[C:35]([C:36]3[CH:41]=[CH:40][C:39]([F:42])=[CH:38][C:37]=3[CH3:43])=[CH:34][C:33]([C:2]3[CH:3]=[N:4][CH:5]=[CH:6][CH:7]=3)=[N:32][CH:31]=2)[CH3:29])=[O:27])[CH:18]=[C:19]([C:21]([F:24])([F:23])[F:22])[CH:20]=1. The yield is 0.330. (5) The reactants are [CH3:1][C:2]([Si:5]([C:32]1[CH:37]=[CH:36][CH:35]=[CH:34][CH:33]=1)([C:26]1[CH:31]=[CH:30][CH:29]=[CH:28][CH:27]=1)[O:6][C:7]1[CH:8]=[CH:9][C:10]2[N:14]=[CH:13][N:12]([C:15]3[S:19][C:18]([C:20]([O:22][CH3:23])=[O:21])=[C:17]([OH:24])[CH:16]=3)[C:11]=2[CH:25]=1)([CH3:4])[CH3:3].[CH3:38][C:39]([Si:42]([C:69]1[CH:74]=[CH:73][CH:72]=[CH:71][CH:70]=1)([C:63]1[CH:68]=[CH:67][CH:66]=[CH:65][CH:64]=1)[O:43][C:44]1[CH:62]=[CH:61][C:47]2[N:48]([C:51]3[S:55][C:54]([C:56]([O:58][CH3:59])=[O:57])=[C:53]([OH:60])[CH:52]=3)[CH:49]=[N:50][C:46]=2[CH:45]=1)([CH3:41])[CH3:40].[F:75][C:76]([F:86])([F:85])[C:77]1[CH:84]=[CH:83][CH:82]=[CH:81][C:78]=1[CH2:79]O.N(C(OC(C)(C)C)=O)=NC(OC(C)(C)C)=O. The catalyst is ClCCl. The product is [CH3:41][C:39]([Si:42]([C:63]1[CH:64]=[CH:65][CH:66]=[CH:67][CH:68]=1)([C:69]1[CH:74]=[CH:73][CH:72]=[CH:71][CH:70]=1)[O:43][C:44]1[CH:62]=[CH:61][C:47]2[N:48]([C:51]3[S:55][C:54]([C:56]([O:58][CH3:59])=[O:57])=[C:53]([O:60][CH2:79][C:78]4[CH:81]=[CH:82][CH:83]=[CH:84][C:77]=4[C:76]([F:75])([F:85])[F:86])[CH:52]=3)[CH:49]=[N:50][C:46]=2[CH:45]=1)([CH3:38])[CH3:40].[CH3:4][C:2]([Si:5]([C:26]1[CH:27]=[CH:28][CH:29]=[CH:30][CH:31]=1)([C:32]1[CH:37]=[CH:36][CH:35]=[CH:34][CH:33]=1)[O:6][C:7]1[CH:8]=[CH:9][C:10]2[N:14]=[CH:13][N:12]([C:15]3[S:19][C:18]([C:20]([O:22][CH3:23])=[O:21])=[C:17]([O:24][CH2:79][C:78]4[CH:81]=[CH:82][CH:83]=[CH:84][C:77]=4[C:76]([F:75])([F:85])[F:86])[CH:16]=3)[C:11]=2[CH:25]=1)([CH3:1])[CH3:3]. The yield is 0.410. (6) The reactants are Cl[C:2]1[N:7]=[C:6]([C:8]2[N:12]3[CH:13]=[CH:14][CH:15]=[CH:16][C:11]3=[N:10][C:9]=2[C:17]2[CH:18]=[C:19]([CH:31]=[CH:32][CH:33]=2)[C:20]([NH:22][C:23]2[C:28]([F:29])=[CH:27][CH:26]=[CH:25][C:24]=2[F:30])=[O:21])[CH:5]=[CH:4][N:3]=1.[F:34][CH2:35][CH2:36][N:37]1[CH2:42][CH2:41][N:40]([CH:43]2[CH2:48][CH2:47][N:46]([C:49]3[C:55]([O:56][CH3:57])=[CH:54][C:52]([NH2:53])=[C:51]([O:58][CH3:59])[CH:50]=3)[CH2:45][CH2:44]2)[CH2:39][CH2:38]1.N. The catalyst is CC(O)C.Cl.CO. The product is [F:30][C:24]1[CH:25]=[CH:26][CH:27]=[C:28]([F:29])[C:23]=1[NH:22][C:20](=[O:21])[C:19]1[CH:31]=[CH:32][CH:33]=[C:17]([C:9]2[N:10]=[C:11]3[CH:16]=[CH:15][CH:14]=[CH:13][N:12]3[C:8]=2[C:6]2[CH:5]=[CH:4][N:3]=[C:2]([NH:53][C:52]3[CH:54]=[C:55]([O:56][CH3:57])[C:49]([N:46]4[CH2:45][CH2:44][CH:43]([N:40]5[CH2:39][CH2:38][N:37]([CH2:36][CH2:35][F:34])[CH2:42][CH2:41]5)[CH2:48][CH2:47]4)=[CH:50][C:51]=3[O:58][CH3:59])[N:7]=2)[CH:18]=1. The yield is 0.320. (7) The reactants are [O:1]=[C:2]1[C@H:6]([O:7][C:8](=[O:15])[C:9]2[CH:14]=[CH:13][CH:12]=[CH:11][CH:10]=2)[C@@H:5]([O:16][C:17](=[O:24])[C:18]2[CH:23]=[CH:22][CH:21]=[CH:20][CH:19]=2)[C:4](=O)[O:3]1.C(#N)C.[NH2:29][OH:30].O. The catalyst is C1(C)C=CC=CC=1. The product is [OH:30][N:29]1[C:2](=[O:1])[C@H:6]([O:7][C:8](=[O:15])[C:9]2[CH:14]=[CH:13][CH:12]=[CH:11][CH:10]=2)[C@@H:5]([O:16][C:17](=[O:24])[C:18]2[CH:23]=[CH:22][CH:21]=[CH:20][CH:19]=2)[C:4]1=[O:3]. The yield is 0.870. (8) The reactants are [H-].[Na+].[N:3]1[CH:8]=[CH:7][CH:6]=[CH:5][C:4]=1[C:9]([OH:12])([CH3:11])[CH3:10].[Cl:13][C:14]1[CH:15]=[C:16]([N+:21]([O-:23])=[O:22])[CH:17]=[CH:18][C:19]=1F. The catalyst is CC(N(C)C)=O. The product is [Cl:13][C:14]1[CH:15]=[C:16]([N+:21]([O-:23])=[O:22])[CH:17]=[CH:18][C:19]=1[O:12][C:9]([C:4]1[CH:5]=[CH:6][CH:7]=[CH:8][N:3]=1)([CH3:11])[CH3:10]. The yield is 0.550.